From a dataset of Forward reaction prediction with 1.9M reactions from USPTO patents (1976-2016). Predict the product of the given reaction. (1) Given the reactants [CH2:1]([C@@H:7]1[CH2:16][CH2:15][C:14]2[CH:13]=[C:12]([C@H:17]3[CH2:26][CH2:25][C@@:19]4([NH:23]C(=O)[O:21][CH2:20]4)[CH2:18]3)[CH:11]=[CH:10][C:9]=2[CH2:8]1)[CH2:2][CH2:3][CH2:4][CH2:5][CH3:6].[OH-].[Na+], predict the reaction product. The product is: [NH2:23][C@:19]1([CH2:20][OH:21])[CH2:25][CH2:26][C@H:17]([C:12]2[CH:11]=[CH:10][C:9]3[CH2:8][C@H:7]([CH2:1][CH2:2][CH2:3][CH2:4][CH2:5][CH3:6])[CH2:16][CH2:15][C:14]=3[CH:13]=2)[CH2:18]1. (2) Given the reactants Cl.[NH:2]1[CH2:5][CH:4]([OH:6])[CH2:3]1.O1CCCC1.C(=O)([O-])[O-].[K+].[K+].Cl[C:19]([O:21][CH2:22][C:23]1[CH:28]=[CH:27][CH:26]=[CH:25][CH:24]=1)=[O:20], predict the reaction product. The product is: [OH:6][CH:4]1[CH2:5][N:2]([C:19]([O:21][CH2:22][C:23]2[CH:28]=[CH:27][CH:26]=[CH:25][CH:24]=2)=[O:20])[CH2:3]1. (3) Given the reactants [C:1]([N:8]1[CH2:13][CH2:12][NH:11][CH2:10][CH2:9]1)([O:3][C:4]([CH3:7])([CH3:6])[CH3:5])=[O:2].[N:14]1[CH:19]=[CH:18][CH:17]=[C:16]([CH2:20][C:21](O)=[O:22])[CH:15]=1.C1C=CC2N(O)N=NC=2C=1.CCN=C=NCCCN(C)C, predict the reaction product. The product is: [C:1]([N:8]1[CH2:9][CH2:10][N:11]([C:21](=[O:22])[CH2:20][C:16]2[CH:15]=[N:14][CH:19]=[CH:18][CH:17]=2)[CH2:12][CH2:13]1)([O:3][C:4]([CH3:7])([CH3:6])[CH3:5])=[O:2]. (4) Given the reactants Cl.[NH2:2][C@@H:3]([CH2:24][CH:25]1[CH2:30][CH2:29][CH2:28][CH2:27][CH2:26]1)[C:4]([NH:6][C@H:7]1[CH2:13][CH2:12][CH2:11][N:10]([S:14]([C:17]2[CH:22]=[CH:21][CH:20]=[CH:19][N:18]=2)(=[O:16])=[O:15])[CH2:9][C@@H:8]1[OH:23])=[O:5].[CH3:31][C:32]1[C:36]([S:37](Cl)(=[O:39])=[O:38])=[C:35]([CH3:41])[O:34][N:33]=1.CC(OI1(OC(C)=O)(OC(C)=O)OC(=O)C2C=CC=CC1=2)=O, predict the reaction product. The product is: [CH:25]1([CH2:24][C@H:3]([NH:2][S:37]([C:36]2[C:32]([CH3:31])=[N:33][O:34][C:35]=2[CH3:41])(=[O:39])=[O:38])[C:4]([NH:6][C@H:7]2[CH2:13][CH2:12][CH2:11][N:10]([S:14]([C:17]3[CH:22]=[CH:21][CH:20]=[CH:19][N:18]=3)(=[O:15])=[O:16])[CH2:9][C:8]2=[O:23])=[O:5])[CH2:30][CH2:29][CH2:28][CH2:27][CH2:26]1. (5) Given the reactants [CH3:1][N:2]1[CH2:7][CH2:6][NH:5][CH2:4][CH2:3]1.[Cl:8][C:9]1[N:10]=[C:11]([N:20]2[CH2:25][CH2:24][O:23][CH2:22][CH2:21]2)[C:12]2[CH:17]=[C:16]([CH:18]=O)[S:15][C:13]=2[N:14]=1, predict the reaction product. The product is: [Cl:8][C:9]1[N:10]=[C:11]([N:20]2[CH2:25][CH2:24][O:23][CH2:22][CH2:21]2)[C:12]2[CH:17]=[C:16]([CH2:18][N:5]3[CH2:6][CH2:7][N:2]([CH3:1])[CH2:3][CH2:4]3)[S:15][C:13]=2[N:14]=1. (6) Given the reactants [C:1]([O:5][C:6]([NH:8][C:9]1[CH:10]=[CH:11][CH:12]=[C:13]2[C:17]=1[NH:16][C:15]([C:18]([O:20]CC)=[O:19])=[CH:14]2)=[O:7])([CH3:4])([CH3:3])[CH3:2].[OH-].[Na+].O1CCCC1, predict the reaction product. The product is: [C:1]([O:5][C:6]([NH:8][C:9]1[CH:10]=[CH:11][CH:12]=[C:13]2[C:17]=1[NH:16][C:15]([C:18]([OH:20])=[O:19])=[CH:14]2)=[O:7])([CH3:4])([CH3:2])[CH3:3]. (7) Given the reactants [Cl:1][C:2]1[CH:7]=[CH:6][C:5]([CH:8]2[CH2:13][C:12](=[O:14])[N:11]([CH3:15])[C:10]([CH3:16])=[C:9]2[C:17]([OH:19])=O)=[C:4]([F:20])[CH:3]=1.[NH2:21][C:22]1[CH:23]=[C:24]2[C:28](=[CH:29][CH:30]=1)[NH:27][N:26]=[C:25]2[CH3:31].C(Cl)CCl.CCN(CC)CC, predict the reaction product. The product is: [Cl:1][C:2]1[CH:7]=[CH:6][C:5]([CH:8]2[CH2:13][C:12](=[O:14])[N:11]([CH3:15])[C:10]([CH3:16])=[C:9]2[C:17]([NH:21][C:22]2[CH:23]=[C:24]3[C:28](=[CH:29][CH:30]=2)[NH:27][N:26]=[C:25]3[CH3:31])=[O:19])=[C:4]([F:20])[CH:3]=1. (8) Given the reactants [CH2:1]([N:4]1[C:12](=[O:13])[C:11]2[N:10]([CH2:14][O:15][CH2:16][CH2:17][Si:18]([CH3:21])([CH3:20])[CH3:19])[C:9]([C:22]3[CH:23]=[N:24][NH:25][CH:26]=3)=[N:8][C:7]=2[N:6]([CH2:27][CH2:28][CH3:29])[C:5]1=[O:30])[CH2:2][CH3:3].Br[CH2:32][C:33]([CH:35]1[CH2:39][N:38]([C:40]2[CH:45]=[CH:44][CH:43]=[C:42]([C:46]([F:49])([F:48])[F:47])[CH:41]=2)[C:37](=[O:50])[CH2:36]1)=[O:34].C([O-])([O-])=O.[Cs+].[Cs+], predict the reaction product. The product is: [O:34]=[C:33]([CH:35]1[CH2:36][C:37](=[O:50])[N:38]([C:40]2[CH:45]=[CH:44][CH:43]=[C:42]([C:46]([F:49])([F:47])[F:48])[CH:41]=2)[CH2:39]1)[CH2:32][N:25]1[CH:26]=[C:22]([C:9]2[N:10]([CH2:14][O:15][CH2:16][CH2:17][Si:18]([CH3:20])([CH3:21])[CH3:19])[C:11]3[C:12](=[O:13])[N:4]([CH2:1][CH2:2][CH3:3])[C:5](=[O:30])[N:6]([CH2:27][CH2:28][CH3:29])[C:7]=3[N:8]=2)[CH:23]=[N:24]1. (9) The product is: [CH3:1][C:2]([CH3:14])([CH3:13])[CH2:3][CH2:4][N:5]([CH3:17])[C:6](=[O:12])[O:7][C:8]([CH3:11])([CH3:10])[CH3:9]. Given the reactants [CH3:1][C:2]([CH3:14])([CH3:13])[CH2:3][CH2:4][NH:5][C:6](=[O:12])[O:7][C:8]([CH3:11])([CH3:10])[CH3:9].[H-].[Na+].[CH3:17]I, predict the reaction product. (10) The product is: [Cl:1][C:2]1[CH:3]=[CH:4][C:5]2[N:6]([C:8]([CH2:12][OH:13])=[C:9]([CH3:11])[N:10]=2)[N:7]=1. Given the reactants [Cl:1][C:2]1[CH:3]=[CH:4][C:5]2[N:6]([C:8]([CH:12]=[O:13])=[C:9]([CH3:11])[N:10]=2)[N:7]=1.[BH4-].[Na+], predict the reaction product.